From a dataset of Forward reaction prediction with 1.9M reactions from USPTO patents (1976-2016). Predict the product of the given reaction. Given the reactants C([O-])([O-])=O.[K+].[K+].[CH3:7][O:8][C:9]1[CH:10]=[C:11]([OH:17])[CH:12]=[CH:13][C:14]=1[O:15][CH3:16].Br[CH2:19][CH2:20][OH:21], predict the reaction product. The product is: [CH3:7][O:8][C:9]1[CH:10]=[C:11]([CH:12]=[CH:13][C:14]=1[O:15][CH3:16])[O:17][CH2:19][CH2:20][OH:21].